From a dataset of Full USPTO retrosynthesis dataset with 1.9M reactions from patents (1976-2016). Predict the reactants needed to synthesize the given product. (1) Given the product [C:1]([O:5][C:6](=[O:38])[NH:7][C:8]1[S:9][C:10]2[CH:16]=[C:15]([CH2:17][C:66]3[CH:65]=[CH:64][C:63]([NH:7][C:6]([O:5][C:1]([CH3:4])([CH3:3])[CH3:2])=[O:38])=[CH:68][CH:67]=3)[C:14]([O:27][CH3:28])=[C:13]([C:29]3[CH:34]=[CH:33][CH:32]=[C:31]([N+:35]([O-:37])=[O:36])[CH:30]=3)[C:11]=2[N:12]=1)([CH3:4])([CH3:2])[CH3:3], predict the reactants needed to synthesize it. The reactants are: [C:1]([O:5][C:6](=[O:38])[NH:7][C:8]1[S:9][C:10]2[CH:16]=[C:15]([CH2:17]OP(OCC)(OCC)=O)[C:14]([O:27][CH3:28])=[C:13]([C:29]3[CH:34]=[CH:33][CH:32]=[C:31]([N+:35]([O-:37])=[O:36])[CH:30]=3)[C:11]=2[N:12]=1)([CH3:4])([CH3:3])[CH3:2].P([O-])([O-])([O-])=O.[K+].[K+].[K+].B(O)O.[C:63]1(P([C:63]2[CH:68]=[CH:67][CH:66]=[CH:65][CH:64]=2)[C:63]2[CH:68]=[CH:67][CH:66]=[CH:65][CH:64]=2)[CH:68]=[CH:67][CH:66]=[CH:65][CH:64]=1. (2) Given the product [Br:16][C:12]1[C:13]2[C:8](=[CH:7][C:6]([OH:5])=[CH:15][CH:14]=2)[C:9]([NH:17][C:18](=[O:19])[O:20][C:21]([CH3:23])([CH3:22])[CH3:24])=[CH:10][CH:11]=1, predict the reactants needed to synthesize it. The reactants are: CS([O:5][C:6]1[CH:15]=[CH:14][C:13]2[C:8](=[C:9]([NH:17][C:18]([O:20][C:21]([CH3:24])([CH3:23])[CH3:22])=[O:19])[CH:10]=[CH:11][C:12]=2[Br:16])[CH:7]=1)(=O)=O.[OH-].[Na+].Cl. (3) The reactants are: Cl.Cl.[NH2:3][CH:4]([C:16]1[CH:21]=[CH:20][CH:19]=[CH:18][CH:17]=1)[C:5]([O:7][C@@H:8]1[CH:13]2[CH2:14][CH2:15][N:10]([CH2:11][CH2:12]2)[CH2:9]1)=[O:6].C(N(CC)CC)C.[CH3:29][C:30]1[S:31][C:32]([S:36](Cl)(=[O:38])=[O:37])=[C:33]([CH3:35])[N:34]=1. Given the product [CH3:29][C:30]1[S:31][C:32]([S:36]([NH:3][CH:4]([C:16]2[CH:21]=[CH:20][CH:19]=[CH:18][CH:17]=2)[C:5]([O:7][C@@H:8]2[CH:13]3[CH2:12][CH2:11][N:10]([CH2:15][CH2:14]3)[CH2:9]2)=[O:6])(=[O:38])=[O:37])=[C:33]([CH3:35])[N:34]=1, predict the reactants needed to synthesize it. (4) Given the product [Cl:1][C:2]1[CH:12]=[N:11][C:5]2=[C:6]([Cl:15])[N:7]=[N:8][CH:9]=[C:4]2[CH:3]=1, predict the reactants needed to synthesize it. The reactants are: [Cl:1][C:2]1[CH:12]=[N:11][C:5]2[C:6](=O)[NH:7][N:8]=[CH:9][C:4]=2[CH:3]=1.P(Cl)(Cl)([Cl:15])=O.C([O-])(O)=O.[Na+]. (5) Given the product [OH:11][C:5]1[CH:4]=[CH:3][C:2]([N:16]2[CH2:17][CH2:18][N:13]([CH3:12])[CH2:14][CH2:15]2)=[CH:7][C:6]=1[C:8](=[O:10])[CH3:9], predict the reactants needed to synthesize it. The reactants are: Br[C:2]1[CH:3]=[CH:4][C:5]([OH:11])=[C:6]([C:8](=[O:10])[CH3:9])[CH:7]=1.[CH3:12][N:13]1[CH2:18][CH2:17][NH:16][CH2:15][CH2:14]1. (6) Given the product [CH3:30][N:26]1[CH2:27][CH2:28][CH2:29][C@H:25]1[C:22]1[N:20]2[CH:21]=[C:16]([O:12][C@H:5]3[C:6]4[C:11](=[CH:10][CH:9]=[CH:8][CH:7]=4)[C@@H:2]([NH2:1])[CH2:3][CH2:4]3)[CH:17]=[CH:18][C:19]2=[N:24][N:23]=1, predict the reactants needed to synthesize it. The reactants are: [NH2:1][C@@H:2]1[C:11]2[C:6](=[CH:7][CH:8]=[CH:9][CH:10]=2)[C@H:5]([OH:12])[CH2:4][CH2:3]1.[H-].[Na+].F[C:16]1[CH:17]=[CH:18][C:19]2[N:20]([C:22]([C@@H:25]3[CH2:29][CH2:28][CH2:27][N:26]3[CH3:30])=[N:23][N:24]=2)[CH:21]=1.[NH4+].[Cl-].